This data is from Reaction yield outcomes from USPTO patents with 853,638 reactions. The task is: Predict the reaction yield, written as a fraction of the theoretical maximum amount of product (1.0 means a 100% yield; for example, 0.34 means a 34% yield). (1) The reactants are Br[C:2]1[CH:7]=[CH:6][C:5]([C:8]2[CH:9]=[C:10]3[N:15]([CH:16]=2)[CH:14]=[CH:13][CH:12]=[CH:11]3)=[CH:4][CH:3]=1.C(=O)([O-])[O-].[Cs+].[Cs+].[NH:23]1[CH2:28][CH2:27][O:26][CH2:25][CH2:24]1.C1(P(C2CCCCC2)C2C=CC=CC=2C2C=CC=CC=2N(C)C)CCCCC1. The catalyst is C1(C)C=CC=CC=1.C1C=CC(P(C2C=CC=CC=2)C2C=CC=CC=2)=CC=1.C1C=CC(P(C2C=CC=CC=2)C2C=CC=CC=2)=CC=1.Cl[Pd]Cl. The product is [N:23]1([C:2]2[CH:7]=[CH:6][C:5]([C:8]3[CH:9]=[C:10]4[N:15]([CH:16]=3)[CH:14]=[CH:13][CH:12]=[CH:11]4)=[CH:4][CH:3]=2)[CH2:28][CH2:27][O:26][CH2:25][CH2:24]1. The yield is 0.240. (2) The product is [Br:1][C:2]1[C:7]([C:8]([F:11])([F:10])[F:9])=[CH:6][CH:5]=[CH:4][C:3]=1[CH:12]([O:17][C:3]([CH3:12])([CH3:4])[CH3:2])[C:13]([O:15][CH3:16])=[O:14]. The yield is 0.540. The catalyst is C(OC(C)(C)C)(=O)C. The reactants are [Br:1][C:2]1[C:7]([C:8]([F:11])([F:10])[F:9])=[CH:6][CH:5]=[CH:4][C:3]=1[CH:12]([OH:17])[C:13]([O:15][CH3:16])=[O:14].Cl(O)(=O)(=O)=O.C(=O)(O)[O-].[Na+].